Predict which catalyst facilitates the given reaction. From a dataset of Catalyst prediction with 721,799 reactions and 888 catalyst types from USPTO. (1) Reactant: [CH2:1](Cl)[CH2:2]Cl.Cl.[O:6]=[C:7]1[NH:13][C:12]2[N:14]=[CH:15][C:16](/[CH:18]=[CH:19]/[C:20]([OH:22])=[O:21])=[CH:17][C:11]=2[CH2:10][CH2:9][CH2:8]1.[CH3:23][C:24]1[NH:25][C:26]2[C:31]([C:32]=1[CH2:33][NH:34][CH3:35])=[CH:30][CH:29]=[CH:28][CH:27]=2.[CH:36]1C=CC2N(O)N=NC=2C=1.[OH2:46].C(N(C(C)C)CC)(C)C. The catalyst class is: 3. Product: [CH3:36][CH2:30][CH2:29][CH2:28][CH2:27][CH2:26][CH2:31][CH2:32][CH2:24][CH2:23][CH2:7][CH2:8][CH2:9][CH2:10][CH2:11]/[CH:17]=[CH:16]/[CH2:18][CH:19]1[C:20](=[O:21])[O:22][C:2](=[O:46])[CH2:1]1.[CH3:35][N:34]([CH2:33][C:32]1[C:31]2[C:26](=[CH:27][CH:28]=[CH:29][CH:30]=2)[NH:25][C:24]=1[CH3:23])[C:20](=[O:22])/[CH:19]=[CH:18]/[C:16]1[CH:15]=[N:14][C:12]2[NH:13][C:7](=[O:6])[CH2:8][CH2:9][CH2:10][C:11]=2[CH:17]=1. (2) Reactant: [NH2:1][C:2]1[C:3]([C:20]([NH:22][NH2:23])=[O:21])=[N:4][C:5]([C:8]2[CH:13]=[CH:12][C:11]([S:14]([CH:17]([CH3:19])[CH3:18])(=[O:16])=[O:15])=[CH:10][CH:9]=2)=[CH:6][N:7]=1.[C:24]([O:28][C:29]([NH:31][CH2:32][C:33]1[CH:41]=[CH:40][C:36]([C:37](O)=[O:38])=[CH:35][CH:34]=1)=[O:30])([CH3:27])([CH3:26])[CH3:25].C(N(CC)CC)C.CN(C(ON1N=NC2C=CC=CC1=2)=[N+](C)C)C.[B-](F)(F)(F)F. Product: [NH2:1][C:2]1[C:3]([C:20]([NH:22][NH:23][C:37]([C:36]2[CH:35]=[CH:34][C:33]([CH2:32][NH:31][C:29](=[O:30])[O:28][C:24]([CH3:25])([CH3:26])[CH3:27])=[CH:41][CH:40]=2)=[O:38])=[O:21])=[N:4][C:5]([C:8]2[CH:9]=[CH:10][C:11]([S:14]([CH:17]([CH3:19])[CH3:18])(=[O:15])=[O:16])=[CH:12][CH:13]=2)=[CH:6][N:7]=1. The catalyst class is: 6. (3) Reactant: C([O:3][C:4](=O)[CH2:5][C:6]1[C:14]2[C:9](=[CH:10][CH:11]=[CH:12][CH:13]=2)[N:8]([C:15](=[O:24])[C:16]2[CH:21]=[CH:20][CH:19]=[C:18]([Cl:22])[C:17]=2[Cl:23])[C:7]=1[CH3:25])C.CC(C[AlH]CC(C)C)C.CO.Cl. Product: [Cl:23][C:17]1[C:18]([Cl:22])=[CH:19][CH:20]=[CH:21][C:16]=1[C:15]([N:8]1[C:9]2[C:14](=[CH:13][CH:12]=[CH:11][CH:10]=2)[C:6]([CH2:5][CH:4]=[O:3])=[C:7]1[CH3:25])=[O:24]. The catalyst class is: 11. (4) Reactant: [Br:1][C:2]1[CH:18]=[CH:17][C:5]([CH2:6][NH:7][CH2:8][C@H:9]([C:11]2[CH:16]=[CH:15][CH:14]=[CH:13][CH:12]=2)[OH:10])=[CH:4][CH:3]=1.[C:19](O)(=O)C.C=O.C(O[BH-](OC(=O)C)OC(=O)C)(=O)C.[Na+]. Product: [Br:1][C:2]1[CH:18]=[CH:17][C:5]([CH2:6][N:7]([CH3:19])[CH2:8][C@H:9]([C:11]2[CH:12]=[CH:13][CH:14]=[CH:15][CH:16]=2)[OH:10])=[CH:4][CH:3]=1. The catalyst class is: 20. (5) Reactant: [CH3:1][C:2]([OH:8])([CH2:4][CH:5]([OH:7])[CH3:6])[CH3:3].[H-].[Na+].F[C:12]1[CH:17]=[C:16]([F:18])[CH:15]=[CH:14][C:13]=1[N+:19]([O-:21])=[O:20]. Product: [F:18][C:16]1[CH:15]=[CH:14][C:13]([N+:19]([O-:21])=[O:20])=[C:12]([CH:17]=1)[O:7][CH:5]([CH3:6])[CH2:4][C:2]([CH3:3])([OH:8])[CH3:1]. The catalyst class is: 1. (6) Reactant: [CH2:1]([CH:3]([CH2:17][CH3:18])[C:4]([C:6]1[O:7][C:8]2[CH:15]=[CH:14][C:13]([F:16])=[CH:12][C:9]=2[C:10]=1[CH3:11])=[O:5])[CH3:2].[BH4-].[Na+].O. Product: [CH2:17]([CH:3]([CH2:1][CH3:2])[CH:4]([C:6]1[O:7][C:8]2[CH:15]=[CH:14][C:13]([F:16])=[CH:12][C:9]=2[C:10]=1[CH3:11])[OH:5])[CH3:18]. The catalyst class is: 111. (7) Reactant: [H-].[Na+].[OH:3][CH2:4][CH2:5][C@@H:6]1[CH2:8][C@@H:7]1[CH:9]1[CH2:14][CH2:13][N:12]([C:15]([O:17][CH2:18][C:19]2[CH:24]=[CH:23][CH:22]=[CH:21][CH:20]=2)=[O:16])[CH2:11][CH2:10]1.Br[C:26]1[CH:31]=[CH:30][C:29]([S:32]([CH3:35])(=[O:34])=[O:33])=[CH:28][N:27]=1. Product: [CH3:35][S:32]([C:29]1[CH:30]=[CH:31][C:26]([O:3][CH2:4][CH2:5][C@@H:6]2[CH2:8][C@@H:7]2[CH:9]2[CH2:14][CH2:13][N:12]([C:15]([O:17][CH2:18][C:19]3[CH:20]=[CH:21][CH:22]=[CH:23][CH:24]=3)=[O:16])[CH2:11][CH2:10]2)=[N:27][CH:28]=1)(=[O:34])=[O:33]. The catalyst class is: 288. (8) Reactant: C([O:5][C:6]([C:8]1[CH:13]=[C:12](OC2C=CC(NC)=C(N)C=2)[CH:11]=[CH:10][N:9]=1)=[O:7])(C)(C)C.NC(N)=S.IC.C(OC(C1C=C([O:43][C:44]2[CH:64]=[CH:63][C:47]3[N:48]([CH3:62])[C:49]([NH:51][C:52]4[CH:57]=[CH:56][CH:55]=[C:54]([C:58]([CH3:61])([CH3:60])[CH3:59])[CH:53]=4)=[N:50][C:46]=3[CH:45]=2)C=CN=1)=O)(C)(C)C.FC(F)(F)C(O)=O. Product: [C:58]([C:54]1[CH:53]=[C:52]([NH:51][C:49]2[N:48]([CH3:62])[C:47]3[CH:63]=[CH:64][C:44]([O:43][C:8]4([C:6]([OH:7])=[O:5])[CH:13]=[CH:12][CH:11]=[CH:10][NH:9]4)=[CH:45][C:46]=3[N:50]=2)[CH:57]=[CH:56][CH:55]=1)([CH3:60])([CH3:59])[CH3:61]. The catalyst class is: 100. (9) Reactant: Cl.[NH2:2][CH2:3][CH2:4][CH2:5][CH2:6][C@H:7]([NH:12][C:13](=[O:18])[C:14]([F:17])([F:16])[F:15])[C:8]([O:10][CH3:11])=[O:9].C(N(CC)C(C)C)(C)C.ClCCl.[CH2:31]=[C:32]1[O:36][C:34](=[O:35])[CH2:33]1. Product: [CH3:11][O:10][C:8](=[O:9])[C@@H:7]([NH:12][C:13](=[O:18])[C:14]([F:16])([F:17])[F:15])[CH2:6][CH2:5][CH2:4][CH2:3][NH:2][C:34](=[O:35])[CH2:33][C:32](=[O:36])[CH3:31]. The catalyst class is: 13.